The task is: Predict the reactants needed to synthesize the given product.. This data is from Full USPTO retrosynthesis dataset with 1.9M reactions from patents (1976-2016). (1) Given the product [F:76][C:75]([F:78])([F:77])[C:73]([OH:79])=[O:74].[NH2:8][C@@H:9]([CH2:27][CH3:28])[C:10]([NH:12][C@@H:13]([CH2:19][CH2:20][C:21]1[CH:22]=[CH:23][CH:24]=[CH:25][CH:26]=1)/[CH:14]=[CH:15]/[C:16]([N:72]1[C@H:62]2[CH2:71][CH2:70][C@@H:69]1[C:68]1[C:63]2=[CH:64][CH:65]=[CH:66][CH:67]=1)=[O:18])=[O:11], predict the reactants needed to synthesize it. The reactants are: CC(OC([NH:8][C@@H:9]([CH2:27][CH3:28])[C:10]([NH:12][C@@H:13]([CH2:19][CH2:20][C:21]1[CH:26]=[CH:25][CH:24]=[CH:23][CH:22]=1)/[CH:14]=[CH:15]/[C:16]([OH:18])=O)=[O:11])=O)(C)C.CN(C(ON1N=NC2C=CC=NC1=2)=[N+](C)C)C.F[P-](F)(F)(F)(F)F.CCN(C(C)C)C(C)C.[C@@H:62]12[NH:72][C@@H:69]([CH2:70][CH2:71]1)[C:68]1[C:63]2=[CH:64][CH:65]=[CH:66][CH:67]=1.[C:73]([OH:79])([C:75]([F:78])([F:77])[F:76])=[O:74]. (2) Given the product [CH3:8][O:9][C:10](=[O:16])[C@H:11]1[CH2:15][CH2:14][CH2:13][N:12]1[C:17]([O:19][C:20]([CH3:23])([CH3:22])[CH3:21])=[O:18], predict the reactants needed to synthesize it. The reactants are: C(N(CC)CC)C.[CH3:8][O:9][C:10](=[O:16])[C@H:11]1[CH2:15][CH2:14][CH2:13][NH:12]1.[C:17](O[C:17]([O:19][C:20]([CH3:23])([CH3:22])[CH3:21])=[O:18])([O:19][C:20]([CH3:23])([CH3:22])[CH3:21])=[O:18]. (3) Given the product [C:1]1([S:7]([N:10]2[C:14]3=[N:15][CH:16]=[C:17]([F:19])[CH:18]=[C:13]3[CH:12]=[C:11]2[C:20]([C:43]2[CH:44]=[CH:45][C:40]([S:37]([CH3:36])(=[O:39])=[O:38])=[CH:41][CH:42]=2)=[CH:21][CH:22]([CH3:23])[CH3:24])(=[O:9])=[O:8])[CH:2]=[CH:3][CH:4]=[CH:5][CH:6]=1, predict the reactants needed to synthesize it. The reactants are: [C:1]1([S:7]([N:10]2[C:14]3=[N:15][CH:16]=[C:17]([F:19])[CH:18]=[C:13]3[CH:12]=[C:11]2[C:20](OS(C2C=CC(C)=CC=2)(=O)=O)=[CH:21][CH:22]([CH3:24])[CH3:23])(=[O:9])=[O:8])[CH:6]=[CH:5][CH:4]=[CH:3][CH:2]=1.[CH3:36][S:37]([C:40]1[CH:45]=[CH:44][C:43](B(O)O)=[CH:42][CH:41]=1)(=[O:39])=[O:38].C(=O)([O-])[O-].[Na+].[Na+]. (4) Given the product [CH3:1][O:2][C:3](=[O:12])[C:4]1[CH:9]=[C:8]([N:10]=[CH:17][C:16]2[CH:19]=[CH:20][CH:21]=[C:14]([Br:13])[CH:15]=2)[CH:7]=[CH:6][C:5]=1[F:11], predict the reactants needed to synthesize it. The reactants are: [CH3:1][O:2][C:3](=[O:12])[C:4]1[CH:9]=[C:8]([NH2:10])[CH:7]=[CH:6][C:5]=1[F:11].[Br:13][C:14]1[CH:15]=[C:16]([CH:19]=[CH:20][CH:21]=1)[CH:17]=O. (5) Given the product [C:1]12([CH2:11][O:12][C:13]3[C:25](/[CH:32]=[CH:31]/[CH2:30][O:29][CH3:28])=[CH:24][C:16]([C:17]([O:19][C:20]([CH3:23])([CH3:22])[CH3:21])=[O:18])=[C:15]([F:27])[CH:14]=3)[CH2:10][CH:5]3[CH2:6][CH:7]([CH2:9][CH:3]([CH2:4]3)[CH2:2]1)[CH2:8]2, predict the reactants needed to synthesize it. The reactants are: [C:1]12([CH2:11][O:12][C:13]3[C:25](Br)=[CH:24][C:16]([C:17]([O:19][C:20]([CH3:23])([CH3:22])[CH3:21])=[O:18])=[C:15]([F:27])[CH:14]=3)[CH2:10][CH:5]3[CH2:6][CH:7]([CH2:9][CH:3]([CH2:4]3)[CH2:2]1)[CH2:8]2.[CH3:28][O:29][CH2:30]/[CH:31]=[CH:32]/B(O)O.C(=O)(O)[O-].[Na+].